From a dataset of Full USPTO retrosynthesis dataset with 1.9M reactions from patents (1976-2016). Predict the reactants needed to synthesize the given product. (1) Given the product [Cl:25][C:20]1[CH:21]=[C:22]([O:14][CH:9]([C:4]2[CH:5]=[CH:6][C:7]([F:8])=[C:2]([F:1])[CH:3]=2)[C:10]([F:11])([F:12])[F:13])[N:23]=[C:18]([NH2:17])[N:19]=1, predict the reactants needed to synthesize it. The reactants are: [F:1][C:2]1[CH:3]=[C:4]([CH:9]([OH:14])[C:10]([F:13])([F:12])[F:11])[CH:5]=[CH:6][C:7]=1[F:8].[H-].[Na+].[NH2:17][C:18]1[N:23]=[C:22](Cl)[CH:21]=[C:20]([Cl:25])[N:19]=1. (2) Given the product [Cl:1][C:2]1[CH:7]=[CH:6][C:5]([Cl:8])=[CH:4][C:3]=1[C:9]1([CH2:14][O:15][S:23]([CH3:26])(=[O:25])=[O:24])[CH2:13][CH2:12][CH2:11][CH2:10]1, predict the reactants needed to synthesize it. The reactants are: [Cl:1][C:2]1[CH:7]=[CH:6][C:5]([Cl:8])=[CH:4][C:3]=1[C:9]1([CH2:14][OH:15])[CH2:13][CH2:12][CH2:11][CH2:10]1.C(N(CC)CC)C.[S:23](Cl)([CH3:26])(=[O:25])=[O:24].C(OCC)(=O)C. (3) The reactants are: Cl.[C:2]1([CH3:10])[CH:7]=[CH:6][C:5]([NH:8][NH2:9])=[CH:4][CH:3]=1.[CH2:11]([O:18][CH2:19][C:20]([CH3:27])([CH3:26])[C:21](=O)[CH2:22][C:23]#[N:24])[C:12]1[CH:17]=[CH:16][CH:15]=[CH:14][CH:13]=1.C([O-])(O)=O.[Na+]. Given the product [CH2:11]([O:18][CH2:19][C:20]([C:21]1[CH:22]=[C:23]([NH2:24])[N:8]([C:5]2[CH:6]=[CH:7][C:2]([CH3:10])=[CH:3][CH:4]=2)[N:9]=1)([CH3:26])[CH3:27])[C:12]1[CH:17]=[CH:16][CH:15]=[CH:14][CH:13]=1, predict the reactants needed to synthesize it. (4) Given the product [C:42]1([N:48]2[C:52]3[CH:53]=[CH:54][CH:55]=[CH:56][C:51]=3[N:50]=[C:49]2[C:57]2[CH:62]=[CH:61][C:60]([C:15]3[CH:14]=[CH:13][C:12]4[C:11]5[C:6]([C:5]6[C:17]=4[C:16]=3[CH:2]=[CH:3][CH:4]=6)=[C:7]([C:36]3[CH:41]=[CH:40][CH:39]=[CH:38][CH:37]=3)[C:8]([C:30]3[CH:35]=[CH:34][CH:33]=[CH:32][CH:31]=3)=[C:9]([C:24]3[CH:25]=[CH:26][CH:27]=[CH:28][CH:29]=3)[C:10]=5[C:18]3[CH:23]=[CH:22][CH:21]=[CH:20][CH:19]=3)=[CH:59][CH:58]=2)[CH:47]=[CH:46][CH:45]=[CH:44][CH:43]=1, predict the reactants needed to synthesize it. The reactants are: Br[C:2]1[CH:3]=[CH:4][C:5]2[C:6]3[C:11]([C:12]4[C:17]=2[C:16]=1[CH:15]=[CH:14][CH:13]=4)=[C:10]([C:18]1[CH:23]=[CH:22][CH:21]=[CH:20][CH:19]=1)[C:9]([C:24]1[CH:29]=[CH:28][CH:27]=[CH:26][CH:25]=1)=[C:8]([C:30]1[CH:35]=[CH:34][CH:33]=[CH:32][CH:31]=1)[C:7]=3[C:36]1[CH:41]=[CH:40][CH:39]=[CH:38][CH:37]=1.[C:42]1([N:48]2[C:52]3[CH:53]=[CH:54][CH:55]=[CH:56][C:51]=3[N:50]=[C:49]2[C:57]2[CH:62]=[CH:61][C:60](B(O)O)=[CH:59][CH:58]=2)[CH:47]=[CH:46][CH:45]=[CH:44][CH:43]=1.C1(C)C=CC=CC=1.C(=O)([O-])[O-].[K+].[K+]. (5) The reactants are: F[C:2]1[CH:12]=[CH:11][C:5]([C:6]([O:8]CC)=[O:7])=[CH:4][CH:3]=1.[C:13]([S:17][Na])([CH3:16])([CH3:15])[CH3:14]. Given the product [C:13]([S:17][C:2]1[CH:3]=[CH:4][C:5]([C:6]([OH:8])=[O:7])=[CH:11][CH:12]=1)([CH3:16])([CH3:15])[CH3:14], predict the reactants needed to synthesize it. (6) The reactants are: [F:1][C:2]([F:15])([C:7]1[CH:14]=[CH:13][C:10]([CH:11]=O)=[CH:9][CH:8]=1)[C:3]([F:6])([F:5])[F:4].C[CH:17]([C@@H:21]1[CH2:26][CH2:25][NH:24][C@H:23]([C:27]2[CH:32]=[CH:31][C:30]([C:33]([F:36])([F:35])[F:34])=[CH:29][CH:28]=2)[CH2:22]1)[C:18]([O-:20])=[O:19].[CH3:37][C:38]([C:40]#[CH:41])=[CH2:39]. Given the product [CH3:39][C:38](=[CH2:37])[C:40]#[C:41][C@@H:11]([N:24]1[CH2:25][CH2:26][C@@H:21]([CH2:17][C:18]([OH:20])=[O:19])[CH2:22][C@H:23]1[C:27]1[CH:28]=[CH:29][C:30]([C:33]([F:36])([F:35])[F:34])=[CH:31][CH:32]=1)[C:10]1[CH:13]=[CH:14][C:7]([C:2]([F:15])([F:1])[C:3]([F:6])([F:5])[F:4])=[CH:8][CH:9]=1, predict the reactants needed to synthesize it. (7) Given the product [CH2:1]([N:8]1[C:16]2[C:11](=[CH:12][C:13]([O:17][CH:18]3[CH2:23][CH2:22][CH2:21][CH2:20][O:19]3)=[CH:14][CH:15]=2)[C:10]([CH:24]([OH:25])[CH3:29])=[C:9]1[CH:26]([CH3:28])[CH3:27])[C:2]1[CH:3]=[CH:4][CH:5]=[CH:6][CH:7]=1, predict the reactants needed to synthesize it. The reactants are: [CH2:1]([N:8]1[C:16]2[C:11](=[CH:12][C:13]([O:17][CH:18]3[CH2:23][CH2:22][CH2:21][CH2:20][O:19]3)=[CH:14][CH:15]=2)[C:10]([CH:24]=[O:25])=[C:9]1[CH:26]([CH3:28])[CH3:27])[C:2]1[CH:7]=[CH:6][CH:5]=[CH:4][CH:3]=1.[CH3:29][Mg+].[Br-]. (8) Given the product [O:1]1[C:5]2[CH:6]=[CH:7][C:8]([CH2:10][C:11](=[N:13][NH:14][C:15]3[S:17][CH:19]=[C:20]([C:22]4[CH:27]=[CH:26][CH:25]=[CH:24][CH:23]=4)[N:16]=3)[CH3:12])=[CH:9][C:4]=2[O:3][CH2:2]1, predict the reactants needed to synthesize it. The reactants are: [O:1]1[C:5]2[CH:6]=[CH:7][C:8]([CH2:10][C:11](=[N:13][NH:14][C:15](=[S:17])[NH2:16])[CH3:12])=[CH:9][C:4]=2[O:3][CH2:2]1.Br[CH2:19][C:20]([C:22]1[CH:27]=[CH:26][CH:25]=[CH:24][CH:23]=1)=O. (9) Given the product [C:1]([NH:6][C:7]1[NH:8][C:9](=[O:31])[C:10]2[N:11]=[CH:12][N:13]([C:29]=2[N:30]=1)[C@@H:14]1[O:28][C@H:18]([CH2:19][O:20][Si:21]([C:24]([CH3:26])([CH3:25])[CH3:27])([CH3:23])[CH3:22])[C@@H:16]([O:17][CH2:37][S:38][CH3:40])[CH2:15]1)(=[O:5])[CH:2]([CH3:4])[CH3:3], predict the reactants needed to synthesize it. The reactants are: [C:1]([NH:6][C:7]1[NH:8][C:9](=[O:31])[C:10]2[N:11]=[CH:12][N:13]([C:29]=2[N:30]=1)[C@@H:14]1[O:28][C@H:18]([CH2:19][O:20][Si:21]([C:24]([CH3:27])([CH3:26])[CH3:25])([CH3:23])[CH3:22])[C@@H:16]([OH:17])[CH2:15]1)(=[O:5])[CH:2]([CH3:4])[CH3:3].C([O-])(O)=O.[Na+].[CH3:37][S:38]([CH3:40])=O.